This data is from Full USPTO retrosynthesis dataset with 1.9M reactions from patents (1976-2016). The task is: Predict the reactants needed to synthesize the given product. Given the product [NH2:4][C@:5]1([C:22]([OH:23])=[O:53])[C@@H:9]([CH2:10][CH2:11][CH2:12][B:13]([OH:14])[OH:17])[CH2:8][N:7]([CH2:49][CH:45]2[CH2:46][CH2:47][CH2:48][NH:43][CH2:44]2)[CH2:6]1, predict the reactants needed to synthesize it. The reactants are: C([NH:4][C@:5]1([C:22](NC(C)(C)C)=[O:23])[C@@H:9]([CH2:10][CH2:11][CH2:12][B:13]2[O:17]C(C)(C)C(C)(C)[O:14]2)[CH2:8][NH:7][CH2:6]1)(=O)C.S([O-])([O-])(=O)=O.[Na+].[Na+].C([N:43]1[CH2:48][CH2:47][CH2:46][CH:45]([CH:49]=O)[CH2:44]1)(OC(C)(C)C)=O.C(O[BH-](OC(=O)C)OC(=O)C)(=[O:53])C.[Na+].C(=O)([O-])[O-].[Na+].[Na+].